Predict the reactants needed to synthesize the given product. From a dataset of Full USPTO retrosynthesis dataset with 1.9M reactions from patents (1976-2016). (1) Given the product [CH3:4][C:3]([OH:5])([CH3:6])[CH2:2][N:1]1[CH2:18][CH2:17][CH2:16][CH2:15][CH2:14]1, predict the reactants needed to synthesize it. The reactants are: [NH2:1][CH2:2][C:3]([CH3:6])([OH:5])[CH3:4].C(=O)([O-])[O-].[K+].[K+].Br[CH2:14][CH2:15][CH2:16][CH2:17][CH2:18]Br. (2) Given the product [CH2:17]([N:13]1[C:12]2[CH2:11][CH2:10][CH2:9][CH2:8][C:7]=2[C:6]2[C:14]1=[CH:15][CH:16]=[C:4]([NH2:1])[CH:5]=2)[CH2:18][CH3:19], predict the reactants needed to synthesize it. The reactants are: [N+:1]([C:4]1[CH:5]=[C:6]2[C:14](=[CH:15][CH:16]=1)[N:13]([CH2:17][CH2:18][CH3:19])[C:12]1[CH2:11][CH2:10][CH2:9][CH2:8][C:7]2=1)([O-])=O.CO.[H][H]. (3) Given the product [CH3:34][C:28]1[N:27]=[CH:26][C:25]([C:13]2[CH:12]=[CH:11][N:10]=[C:9]([NH:8][C:6]3[CH:5]=[CH:4][N:3]=[C:2]([CH3:1])[N:7]=3)[CH:14]=2)=[CH:33][C:29]=1[C:30]([OH:32])=[O:31], predict the reactants needed to synthesize it. The reactants are: [CH3:1][C:2]1[N:7]=[C:6]([NH:8][C:9]2[CH:14]=[C:13](B3OC(C)(C)C(C)(C)O3)[CH:12]=[CH:11][N:10]=2)[CH:5]=[CH:4][N:3]=1.Br[C:25]1[CH:26]=[N:27][C:28]([CH3:34])=[C:29]([CH:33]=1)[C:30]([OH:32])=[O:31].C(=O)([O-])[O-].[K+].[K+].O1CCOCC1.O. (4) Given the product [F:37][C:34]([F:35])([F:36])[C:33]([N:30]1[CH2:31][CH2:32][CH:28]([CH2:27][OH:26])[CH2:29]1)=[O:38], predict the reactants needed to synthesize it. The reactants are: CCCC[N+](CCCC)(CCCC)CCCC.[F-].[Si]([O:26][CH2:27][CH:28]1[CH2:32][CH2:31][N:30]([C:33](=[O:38])[C:34]([F:37])([F:36])[F:35])[CH2:29]1)(C(C)(C)C)(C)C. (5) Given the product [C:1]([N:4]1[C:13]2[C:8](=[CH:9][CH:10]=[CH:11][CH:12]=2)[C@H:7]([O:14][C:18]2[CH:20]=[CH:21][CH:22]=[CH:23][C:17]=2[F:16])[CH2:6][C@@H:5]1[CH3:15])(=[O:3])[CH3:2], predict the reactants needed to synthesize it. The reactants are: [C:1]([N:4]1[C:13]2[C:8](=[CH:9][CH:10]=[CH:11][CH:12]=2)[C@@H:7]([OH:14])[CH2:6][C@@H:5]1[CH3:15])(=[O:3])[CH3:2].[F:16][C:17]1[CH:23]=[CH:22][CH:21]=[CH:20][C:18]=1N. (6) Given the product [F:1][C:2]1[CH:7]=[CH:6][C:5]([CH2:8][C:9]([N:11]2[CH2:15][CH:14]([O:16][C:17](=[O:22])[C:18]([CH3:19])([CH3:21])[CH3:20])[CH2:13][N:12]2[C:33]([C:31]2[CH:30]=[CH:29][N:28]=[C:27]([S:24][CH3:23])[N:32]=2)=[O:34])=[O:10])=[CH:4][CH:3]=1, predict the reactants needed to synthesize it. The reactants are: [F:1][C:2]1[CH:7]=[CH:6][C:5]([CH2:8][C:9]([N:11]2[CH2:15][CH:14]([O:16][C:17](=[O:22])[C:18]([CH3:21])([CH3:20])[CH3:19])[CH2:13][NH:12]2)=[O:10])=[CH:4][CH:3]=1.[CH3:23][S:24]([C:27]1[N:32]=[C:31]([C:33](Cl)=[O:34])[CH:30]=[CH:29][N:28]=1)(=O)=O.[OH-].[Na+]. (7) Given the product [C:40]([O:51][C:48]([N:34]1[CH2:33][CH:32]=[C:31]([C:19]2[N:17]3[N:18]=[C:13]([C:7]4[C:8](=[O:12])[O:9][C:10]5[C:5]([CH:6]=4)=[CH:4][CH:3]=[C:2]([C:31]4[CH2:36][CH2:35][N:34]([C:37]([O:39][C:40]([CH3:41])([CH3:42])[CH3:43])=[O:38])[CH2:33][CH:32]=4)[CH:11]=5)[CH:14]=[CH:15][C:16]3=[N:21][C:20]=2[CH3:22])[CH2:36][CH2:35]1)=[O:49])([CH3:43])([CH3:42])[CH3:41], predict the reactants needed to synthesize it. The reactants are: Br[C:2]1[CH:11]=[C:10]2[C:5]([CH:6]=[C:7]([C:13]3[CH:14]=[CH:15][C:16]4[N:17]([CH:19]=[C:20]([CH3:22])[N:21]=4)[N:18]=3)[C:8](=[O:12])[O:9]2)=[CH:4][CH:3]=1.CC1(C)C(C)(C)OB([C:31]2[CH2:36][CH2:35][N:34]([C:37]([O:39][C:40]([CH3:43])([CH3:42])[CH3:41])=[O:38])[CH2:33][CH:32]=2)O1.ClCCl.[C:48]([O-:51])([O-])=[O:49].[K+].[K+].